This data is from Forward reaction prediction with 1.9M reactions from USPTO patents (1976-2016). The task is: Predict the product of the given reaction. (1) Given the reactants [CH3:1][O:2][C:3]1[CH:8]=[CH:7][C:6]([N:9]2[C:13]([NH2:14])=[CH:12][C:11]([CH3:15])=[N:10]2)=[CH:5][CH:4]=1.C(O[CH:19]=[C:20]([C:26]([O:28][CH2:29][CH3:30])=[O:27])[C:21]([O:23][CH2:24][CH3:25])=[O:22])C, predict the reaction product. The product is: [CH2:24]([O:23][C:21](=[O:22])[C:20](=[CH:19][NH:14][C:13]1[N:9]([C:6]2[CH:5]=[CH:4][C:3]([O:2][CH3:1])=[CH:8][CH:7]=2)[N:10]=[C:11]([CH3:15])[CH:12]=1)[C:26]([O:28][CH2:29][CH3:30])=[O:27])[CH3:25]. (2) Given the reactants Cl[C:2]1[CH:3]=[C:4]([O:13][CH3:14])[C:5]2[N:6]([C:8]([CH3:12])=[C:9]([CH3:11])[N:10]=2)[N:7]=1.[C:15]([C:17]1[N:21]([CH3:22])[N:20]=[C:19]([N:23]2[CH2:27][CH2:26][CH2:25][CH2:24]2)[N:18]=1)#[CH:16].C(N(CC)CC)C, predict the reaction product. The product is: [CH3:14][O:13][C:4]1[C:5]2[N:6]([C:8]([CH3:12])=[C:9]([CH3:11])[N:10]=2)[N:7]=[C:2]([C:16]#[C:15][C:17]2[N:21]([CH3:22])[N:20]=[C:19]([N:23]3[CH2:27][CH2:26][CH2:25][CH2:24]3)[N:18]=2)[CH:3]=1. (3) Given the reactants C([Sn](CCCC)(CCCC)[C:6]([O:8][CH2:9][CH3:10])=[CH2:7])CCC.Br[C:20]1[CH:25]=[CH:24][C:23]([N:26]([CH3:30])[C:27](=[O:29])[CH3:28])=[CH:22][C:21]=1[CH3:31], predict the reaction product. The product is: [CH2:9]([O:8][C:6]([C:20]1[CH:25]=[CH:24][C:23]([N:26]([CH3:30])[C:27](=[O:29])[CH3:28])=[CH:22][C:21]=1[CH3:31])=[CH2:7])[CH3:10]. (4) Given the reactants [NH2:1][C:2]1[CH:7]=[CH:6][C:5]([NH:8][C:9]2[CH:18]=[CH:17][C:16]([CH:19]3[CH2:21][CH2:20]3)=[CH:15][C:10]=2[C:11]([O:13][CH3:14])=[O:12])=[CH:4][C:3]=1[CH2:22][C:23]([O:25][C:26]([CH3:29])([CH3:28])[CH3:27])=[O:24].C(=O)([O-])[O-].[K+].[K+].[CH2:36](Br)[C:37]1[CH:42]=[CH:41][CH:40]=[CH:39][CH:38]=1.C(OCC)(=O)C, predict the reaction product. The product is: [CH2:36]([NH:1][C:2]1[CH:7]=[CH:6][C:5]([NH:8][C:9]2[CH:18]=[CH:17][C:16]([CH:19]3[CH2:21][CH2:20]3)=[CH:15][C:10]=2[C:11]([O:13][CH3:14])=[O:12])=[CH:4][C:3]=1[CH2:22][C:23]([O:25][C:26]([CH3:29])([CH3:28])[CH3:27])=[O:24])[C:37]1[CH:42]=[CH:41][CH:40]=[CH:39][CH:38]=1. (5) The product is: [CH3:25][C:26]1[C:30]([C:4]2[C:13]3[O:12][CH2:11][CH:10]([C:14]4[C:15]([C:20]#[N:21])=[N:16][CH:17]=[CH:18][CH:19]=4)[N:9]4[C:22](=[O:24])[NH:23][C:7]([C:8]=34)=[CH:6][CH:5]=2)=[C:29]([CH3:34])[O:28][N:27]=1. Given the reactants [F-].[Cs+].Br[C:4]1[C:13]2[O:12][CH2:11][CH:10]([C:14]3[C:15]([C:20]#[N:21])=[N:16][CH:17]=[CH:18][CH:19]=3)[N:9]3[C:22](=[O:24])[NH:23][C:7]([C:8]=23)=[CH:6][CH:5]=1.[CH3:25][C:26]1[C:30](B(O)O)=[C:29]([CH3:34])[O:28][N:27]=1.C(O)CCC, predict the reaction product. (6) Given the reactants [CH3:1][O:2][C:3]1[C:12]2[C:7](=[CH:8][CH:9]=[CH:10][CH:11]=2)[C:6]([O:13][CH3:14])=[C:5]([C:15]([O:17]CC)=O)[C:4]=1[CH3:20].BrN1C(=O)CCC1=O.C(OOCC1C=CC=CC=1)C1C=CC=CC=1.[NH2:45][C:46]1[CH:51]=[CH:50][C:49]([CH2:52][C:53]([OH:55])=[O:54])=[CH:48][CH:47]=1.C(N(CC)CC)C.S(S([O-])=O)([O-])(=O)=O.[Na+].[Na+], predict the reaction product. The product is: [CH3:1][O:2][C:3]1[C:4]2[CH2:20][N:45]([C:46]3[CH:47]=[CH:48][C:49]([CH2:52][C:53]([OH:55])=[O:54])=[CH:50][CH:51]=3)[C:15](=[O:17])[C:5]=2[C:6]([O:13][CH3:14])=[C:7]2[CH:8]=[CH:9][CH:10]=[CH:11][C:12]=12. (7) The product is: [CH:11]1([CH2:14][O:15][C:2]2[N:3]=[CH:4][C:5]([C:8]([OH:10])=[O:9])=[N:6][CH:7]=2)[CH2:13][CH2:12]1. Given the reactants Cl[C:2]1[N:3]=[CH:4][C:5]([C:8]([OH:10])=[O:9])=[N:6][CH:7]=1.[CH:11]1([CH2:14][OH:15])[CH2:13][CH2:12]1.[OH-].[K+], predict the reaction product.